From a dataset of Reaction yield outcomes from USPTO patents with 853,638 reactions. Predict the reaction yield, written as a fraction of the theoretical maximum amount of product (1.0 means a 100% yield; for example, 0.34 means a 34% yield). (1) The reactants are [C:1]1([N:7]([C:27]2[CH:32]=[CH:31][CH:30]=[CH:29][CH:28]=2)[C:8]2[CH:13]=[CH:12][C:11]([C:14]3[CH:19]=[CH:18][C:17]([C:20]4[CH:25]=[CH:24][N:23]=[C:22]([NH2:26])[N:21]=4)=[CH:16][CH:15]=3)=[CH:10][CH:9]=2)[CH:6]=[CH:5][CH:4]=[CH:3][CH:2]=1.[OH-].[Na+].[CH3:35][C:36]1[CH:43]=[CH:42][C:39]([CH2:40]Br)=[CH:38][CH:37]=1.O. The catalyst is CS(C)=O. The product is [C:27]1([N:7]([C:1]2[CH:2]=[CH:3][CH:4]=[CH:5][CH:6]=2)[C:8]2[CH:9]=[CH:10][C:11]([C:14]3[CH:19]=[CH:18][C:17]([C:20]4[CH:25]=[CH:24][N:23]=[C:22]([N:26]([CH2:11][C:14]5[CH:19]=[CH:18][C:17]([CH3:20])=[CH:16][CH:15]=5)[CH2:35][C:36]5[CH:43]=[CH:42][C:39]([CH3:40])=[CH:38][CH:37]=5)[N:21]=4)=[CH:16][CH:15]=3)=[CH:12][CH:13]=2)[CH:28]=[CH:29][CH:30]=[CH:31][CH:32]=1. The yield is 0.880. (2) The reactants are [H-].[Na+].[NH2:3][C:4]1[N:5]=[N:6][CH:7]=[CH:8][CH:9]=1.[N+](C1C=CC([O:19][C:20]([N:22]2[CH2:25][CH:24]([O:26][C:27]3[CH:32]=[CH:31][C:30]([I:33])=[CH:29][N:28]=3)[CH2:23]2)=O)=CC=1)([O-])=O.C(=O)(O)[O-].[Na+]. The catalyst is CN(C=O)C. The product is [N:6]1[CH:7]=[CH:8][CH:9]=[C:4]([NH:3][C:20]([N:22]2[CH2:23][CH:24]([O:26][C:27]3[CH:32]=[CH:31][C:30]([I:33])=[CH:29][N:28]=3)[CH2:25]2)=[O:19])[N:5]=1. The yield is 0.720.